From a dataset of Forward reaction prediction with 1.9M reactions from USPTO patents (1976-2016). Predict the product of the given reaction. (1) Given the reactants C[O-].[Na+].Cl[C:5]1[C:10]([N+:11]([O-:13])=[O:12])=[CH:9][CH:8]=[C:7]([Cl:14])[N:6]=1.[Cl-].[NH4+].[C:17](OCC)(=[O:19])C, predict the reaction product. The product is: [Cl:14][C:7]1[N:6]=[C:5]([O:19][CH3:17])[C:10]([N+:11]([O-:13])=[O:12])=[CH:9][CH:8]=1. (2) Given the reactants [O:1]1[CH2:5][CH2:4][O:3][CH:2]1[C:6]1[CH:7]=[C:8]([CH:12]([C:14]2[CH:19]=[CH:18][CH:17]=[CH:16][CH:15]=2)[OH:13])[CH:9]=[CH:10][CH:11]=1.C1OCCOCCOCCOCCOCCOC1.[Mn]([O-])(=O)(=O)=O.[K+].S([O-])(O)=O.[Na+], predict the reaction product. The product is: [O:1]1[CH2:5][CH2:4][O:3][CH:2]1[C:6]1[CH:7]=[C:8]([C:12]([C:14]2[CH:15]=[CH:16][CH:17]=[CH:18][CH:19]=2)=[O:13])[CH:9]=[CH:10][CH:11]=1. (3) The product is: [CH3:27][N:28]1[CH2:29][CH2:30][N:31]([C:34]2[CH:35]=[C:36]3[N:39]=[CH:3][CH:4]=[C:5]([C:7]4[CH:8]=[C:9]([NH:13][C:14](=[O:25])[C:15]5[CH:20]=[CH:19][CH:18]=[C:17]([C:21]([F:24])([F:23])[F:22])[CH:16]=5)[CH:10]=[CH:11][CH:12]=4)[N:37]3[N:38]=2)[CH2:32][CH2:33]1. Given the reactants CN(C)[CH:3]=[CH:4][C:5]([C:7]1[CH:8]=[C:9]([NH:13][C:14](=[O:25])[C:15]2[CH:20]=[CH:19][CH:18]=[C:17]([C:21]([F:24])([F:23])[F:22])[CH:16]=2)[CH:10]=[CH:11][CH:12]=1)=O.[CH3:27][N:28]1[CH2:33][CH2:32][N:31]([C:34]2[CH:35]=[C:36]([NH2:39])[NH:37][N:38]=2)[CH2:30][CH2:29]1, predict the reaction product. (4) Given the reactants [CH2:1]([O:8][C:9]1[C:10](=[O:18])[CH:11]=[C:12]([CH:15]([F:17])[F:16])O[CH:14]=1)[C:2]1[CH:7]=[CH:6][CH:5]=[CH:4][CH:3]=1.[CH:19]1([NH2:22])[CH2:21][CH2:20]1, predict the reaction product. The product is: [CH2:1]([O:8][C:9]1[C:10](=[O:18])[CH:11]=[C:12]([CH:15]([F:16])[F:17])[N:22]([CH:19]2[CH2:21][CH2:20]2)[CH:14]=1)[C:2]1[CH:3]=[CH:4][CH:5]=[CH:6][CH:7]=1. (5) The product is: [CH:32]1([C:9]2[C:8]3[C:12](=[CH:13][C:5]([C:3]([OH:4])=[O:2])=[CH:6][CH:7]=3)[N:11]([CH2:14][C:15]([N:17]3[CH2:18][CH2:19][O:20][CH2:21][CH2:22]3)=[O:16])[C:10]=2[C:23]2[CH:24]=[C:25]3[C:26](=[CH:27][CH:28]=2)[N:29]=[C:46]([C:42]2[CH:43]=[CH:44][CH:45]=[C:40]([O:39][CH3:38])[CH:41]=2)[CH:47]=[CH:30]3)[CH2:37][CH2:36][CH2:35][CH2:34][CH2:33]1. Given the reactants C[O:2][C:3]([C:5]1[CH:13]=[C:12]2[C:8]([C:9]([CH:32]3[CH2:37][CH2:36][CH2:35][CH2:34][CH2:33]3)=[C:10]([C:23]3[CH:28]=[CH:27][C:26]([NH2:29])=[C:25]([CH:30]=O)[CH:24]=3)[N:11]2[CH2:14][C:15]([N:17]2[CH2:22][CH2:21][O:20][CH2:19][CH2:18]2)=[O:16])=[CH:7][CH:6]=1)=[O:4].[CH3:38][O:39][C:40]1[CH:41]=[C:42]([C:46](=O)[CH3:47])[CH:43]=[CH:44][CH:45]=1, predict the reaction product. (6) The product is: [Cl:31][C:28]1[S:27][C:26]([S:23]([NH:22][C:12]2[C:13]3[C:18](=[C:17]([F:19])[CH:16]=[CH:15][C:14]=3[O:20][CH3:21])[N:10]([CH2:9][C:5]3[CH:4]=[C:3]([CH2:2][NH:1][C:39](=[O:41])[CH3:40])[CH:8]=[CH:7][CH:6]=3)[N:11]=2)(=[O:25])=[O:24])=[CH:30][CH:29]=1. Given the reactants [NH2:1][CH2:2][C:3]1[CH:4]=[C:5]([CH2:9][N:10]2[C:18]3[C:13](=[C:14]([O:20][CH3:21])[CH:15]=[CH:16][C:17]=3[F:19])[C:12]([NH:22][S:23]([C:26]3[S:27][C:28]([Cl:31])=[CH:29][CH:30]=3)(=[O:25])=[O:24])=[N:11]2)[CH:6]=[CH:7][CH:8]=1.C(N(CC)CC)C.[C:39](OC(=O)C)(=[O:41])[CH3:40], predict the reaction product. (7) The product is: [ClH:1].[Cl:1][C:2]1([Cl:9])[C:4]([CH3:6])([CH3:5])[CH:3]1[NH:14][CH3:12].[ClH:1]. Given the reactants [Cl:1][C:2]1([Cl:9])[C:4]([CH3:6])([CH3:5])[CH:3]1CO.FC1(F)C[CH:12]1[NH:14]C, predict the reaction product.